The task is: Predict the reaction yield, written as a fraction of the theoretical maximum amount of product (1.0 means a 100% yield; for example, 0.34 means a 34% yield).. This data is from Reaction yield outcomes from USPTO patents with 853,638 reactions. (1) The reactants are [Cl:1][C:2]1[N:7]=[C:6]([O:8][CH3:9])[C:5]([CH:10]2[CH2:15][CH2:14][CH2:13][N:12]([C@H:16]([C:18]3[CH:23]=[CH:22][CH:21]=[CH:20][CH:19]=3)[CH3:17])[C:11]2=[O:24])=[CH:4][CH:3]=1.IC.[CH3:27]C([O-])(C)C.[K+]. The catalyst is C1COCC1. The product is [Cl:1][C:2]1[N:7]=[C:6]([O:8][CH3:9])[C:5]([C@@:10]2([CH3:27])[CH2:15][CH2:14][CH2:13][N:12]([C@H:16]([C:18]3[CH:19]=[CH:20][CH:21]=[CH:22][CH:23]=3)[CH3:17])[C:11]2=[O:24])=[CH:4][CH:3]=1. The yield is 0.660. (2) The reactants are I[C:2]1[CH:7]=[CH:6][N:5]=[CH:4][CH:3]=1.C([Li])(C)(C)C.[Br:13][C:14]1[CH:15]=[C:16]([C:21]([C:29]2[CH:34]=[CH:33][CH:32]=[C:31]([F:35])[C:30]=2[C:36]#[N:37])=[N:22]S(C(C)(C)C)=O)[CH:17]=[CH:18][C:19]=1[F:20].Cl. The catalyst is C1COCC1. The product is [Br:13][C:14]1[CH:15]=[C:16]([C:21]2([C:2]3[CH:7]=[CH:6][N:5]=[CH:4][CH:3]=3)[C:29]3[C:30](=[C:31]([F:35])[CH:32]=[CH:33][CH:34]=3)[C:36]([NH2:37])=[N:22]2)[CH:17]=[CH:18][C:19]=1[F:20]. The yield is 0.0900. (3) The reactants are [OH:1][N:2]1[C:6](=[O:7])[C@@H:5]([O:8][C:9](=[O:16])[C:10]2[CH:15]=[CH:14][CH:13]=[CH:12][CH:11]=2)[C@H:4]([O:17][C:18](=[O:25])[C:19]2[CH:24]=[CH:23][CH:22]=[CH:21][CH:20]=2)[C:3]1=[O:26].C(=O)(SC)O[O:29][CH:30]([O:34][C:35](=[O:39])[CH:36]([CH3:38])[CH3:37])[CH:31]([CH3:33])[CH3:32].[C:43](OO)(=[O:45])C. The catalyst is ClCCl.C(O)(=O)C. The product is [CH3:38][CH:36]([CH3:37])[C:35]([O:34][C@H:30]([O:29][C:43]([O:1][N:2]1[C:6](=[O:7])[C@@H:5]([O:8][C:9](=[O:16])[C:10]2[CH:11]=[CH:12][CH:13]=[CH:14][CH:15]=2)[C@H:4]([O:17][C:18](=[O:25])[C:19]2[CH:24]=[CH:23][CH:22]=[CH:21][CH:20]=2)[C:3]1=[O:26])=[O:45])[CH:31]([CH3:32])[CH3:33])=[O:39]. The yield is 0.250.